From a dataset of Retrosynthesis with 50K atom-mapped reactions and 10 reaction types from USPTO. Predict the reactants needed to synthesize the given product. (1) Given the product COc1ccc(C=O)c(Cl)c1OCc1ccccc1, predict the reactants needed to synthesize it. The reactants are: COc1ccc(C=O)c(Cl)c1O.ClCc1ccccc1. (2) The reactants are: N#CC1(NC(=O)[C@@H]2C[C@@H](S(=O)(=O)c3ccccc3Cl)CN2)CC1.O=C(Cl)Oc1ccc(F)cc1. Given the product N#CC1(NC(=O)[C@@H]2C[C@@H](S(=O)(=O)c3ccccc3Cl)CN2C(=O)Oc2ccc(F)cc2)CC1, predict the reactants needed to synthesize it. (3) Given the product CNC(=O)c1c(-c2ccc(F)cc2)oc2ccc(-c3cc(C(=O)NC4(c5nc6cnccc6o5)CC4)ccc3C)c(F)c12, predict the reactants needed to synthesize it. The reactants are: CNC(=O)c1c(-c2ccc(F)cc2)oc2ccc(-c3cc(C(=O)O)ccc3C)c(F)c12.NC1(c2nc3cnccc3o2)CC1.